Dataset: Full USPTO retrosynthesis dataset with 1.9M reactions from patents (1976-2016). Task: Predict the reactants needed to synthesize the given product. Given the product [CH3:1][O:2][C:3]([C:5]1[C:10](=[O:11])[N:9]([CH2:12][C:13]2[CH:14]=[CH:15][CH:16]=[CH:17][CH:18]=2)[C:8]([CH:19]([NH:23][C:24]([O:26][C:27]([CH3:28])([CH3:30])[CH3:29])=[O:25])[CH:20]([CH3:22])[CH3:21])=[N:7][C:6]=1[CH3:31])=[O:4], predict the reactants needed to synthesize it. The reactants are: [CH3:1][O:2][C:3]([CH:5]1[C:10](=[O:11])[N:9]([CH2:12][C:13]2[CH:18]=[CH:17][CH:16]=[CH:15][CH:14]=2)[C:8]([CH:19]([NH:23][C:24]([O:26][C:27]([CH3:30])([CH3:29])[CH3:28])=[O:25])[CH:20]([CH3:22])[CH3:21])=[N:7][CH:6]1[CH3:31])=[O:4].C([O-])([O-])=O.[K+].[K+].C(OOC(=O)C1C=CC=CC=1)(=O)C1C=CC=CC=1.CCOC(C)=O.